From a dataset of Reaction yield outcomes from USPTO patents with 853,638 reactions. Predict the reaction yield, written as a fraction of the theoretical maximum amount of product (1.0 means a 100% yield; for example, 0.34 means a 34% yield). (1) The reactants are [NH2:1][C:2]([CH3:6])([CH3:5])[CH2:3][OH:4].[Si:7](Cl)([C:10]([CH3:13])([CH3:12])[CH3:11])([CH3:9])[CH3:8]. No catalyst specified. The product is [Si:7]([O:4][CH2:3][C:2]([CH3:6])([NH2:1])[CH3:5])([C:10]([CH3:13])([CH3:12])[CH3:11])([CH3:9])[CH3:8]. The yield is 0.950. (2) The reactants are C[O:2][C:3](=[O:13])[C:4]1[CH:9]=[CH:8][C:7]([C:10]#[N:11])=[CH:6][C:5]=1[CH3:12].O.[OH-].[Li+]. The catalyst is O.O1CCCC1. The product is [C:10]([C:7]1[CH:8]=[CH:9][C:4]([C:3]([OH:13])=[O:2])=[C:5]([CH3:12])[CH:6]=1)#[N:11]. The yield is 0.990. (3) The reactants are Cl[C:2]1[CH:3]=[CH:4][C:5]2[N:12]3[CH2:13][C@H:8]([CH2:9][CH2:10][CH2:11]3)[NH:7][C:6]=2[N:14]=1.[N:15]1([C:22]([O:24][C:25]([CH3:28])([CH3:27])[CH3:26])=[O:23])[CH2:21][CH2:20][CH2:19][NH:18][CH2:17][CH2:16]1.CC(C)([O-])C.[K+].COCCOC. The catalyst is ClCCl.C([Pd+])C=C.CO. The product is [N:14]1[C:6]2[NH:7][C@@H:8]3[CH2:13][N:12]([C:5]=2[CH:4]=[CH:3][C:2]=1[N:18]1[CH2:19][CH2:20][CH2:21][N:15]([C:22]([O:24][C:25]([CH3:28])([CH3:27])[CH3:26])=[O:23])[CH2:16][CH2:17]1)[CH2:11][CH2:10][CH2:9]3. The yield is 0.620. (4) The reactants are [O:1]1[C:5]2([CH2:10][CH2:9][CH:8]([CH:11]3[CH2:16][CH2:15][C:14](=O)[CH2:13][CH2:12]3)[CH2:7][CH2:6]2)[O:4][CH2:3][CH2:2]1.NN.[OH-].[K+]. The catalyst is C(O)COCCO. The product is [CH:11]1([CH:8]2[CH2:7][CH2:6][C:5]3([O:1][CH2:2][CH2:3][O:4]3)[CH2:10][CH2:9]2)[CH2:12][CH2:13][CH2:14][CH2:15][CH2:16]1. The yield is 0.770. (5) The reactants are [NH2:1][C:2]1[CH:3]=[C:4]([C:9]([C:11]2[CH:12]=[N:13][CH:14]=[CH:15][CH:16]=2)=[O:10])[CH:5]=[C:6]([Br:8])[CH:7]=1.N1C=CC=CC=1.[CH3:23][O:24][C:25](Cl)=[O:26]. The catalyst is ClC(Cl)C.ClCCl. The product is [CH3:23][O:24][C:25](=[O:26])[NH:1][C:2]1[CH:3]=[C:4]([C:9]([C:11]2[CH:12]=[N:13][CH:14]=[CH:15][CH:16]=2)=[O:10])[CH:5]=[C:6]([Br:8])[CH:7]=1. The yield is 0.860. (6) The reactants are Cl[C:2]1[N:11]=[C:10]([N:12]([C:14]2[CH:19]=[CH:18][C:17]([O:20][CH3:21])=[CH:16][CH:15]=2)[CH3:13])[C:9]2[C:4](=[CH:5][CH:6]=[CH:7][CH:8]=2)[N:3]=1.Cl.[NH2:23][OH:24]. The catalyst is C(O)(C)C. The product is [OH:24][NH:23][C:2]1[N:11]=[C:10]([N:12]([C:14]2[CH:19]=[CH:18][C:17]([O:20][CH3:21])=[CH:16][CH:15]=2)[CH3:13])[C:9]2[C:4](=[CH:5][CH:6]=[CH:7][CH:8]=2)[N:3]=1. The yield is 0.400. (7) The reactants are [F:1][C:2]1[CH:7]=[CH:6][C:5]([C:8]2[CH:16]=[CH:15][C:11]([C:12]([OH:14])=O)=[CH:10][CH:9]=2)=[CH:4][CH:3]=1.CN(C(ON1N=NC2C=CC=NC1=2)=[N+](C)C)C.F[P-](F)(F)(F)(F)F.[CH:41]([N:44]([CH3:55])[C:45]1[S:46][C:47]2[CH:53]=[C:52]([NH2:54])[CH:51]=[CH:50][C:48]=2[N:49]=1)([CH3:43])[CH3:42].CCN(C(C)C)C(C)C. The catalyst is C(Cl)Cl.CO. The product is [CH:41]([N:44]([CH3:55])[C:45]1[S:46][C:47]2[CH:53]=[C:52]([NH:54][C:12]([C:11]3[CH:10]=[CH:9][C:8]([C:5]4[CH:4]=[CH:3][C:2]([F:1])=[CH:7][CH:6]=4)=[CH:16][CH:15]=3)=[O:14])[CH:51]=[CH:50][C:48]=2[N:49]=1)([CH3:43])[CH3:42]. The yield is 0.520. (8) The reactants are [CH3:1][C@H:2]1[CH2:6][O:5][C:4](=[O:7])[NH:3]1.C[Si](C)(C)[N-][Si](C)(C)C.[Na+].CC1C=CC(S(O[C:29]2[CH:34]=[CH:33][N:32]3[N:35]=[CH:36][C:37]([C:38]4[CH:43]=[CH:42][C:41]([C:44]5[N:45](COCC[Si](C)(C)C)[CH:46]=[CH:47][N:48]=5)=[CH:40][CH:39]=4)=[C:31]3[N:30]=2)(=O)=O)=CC=1.[NH4+].[Cl-].FC(F)(F)C(O)=O. The catalyst is CN(C=O)C.ClCCl. The product is [NH:45]1[CH:46]=[CH:47][N:48]=[C:44]1[C:41]1[CH:42]=[CH:43][C:38]([C:37]2[CH:36]=[N:35][N:32]3[CH:33]=[CH:34][C:29]([N:3]4[C@@H:2]([CH3:1])[CH2:6][O:5][C:4]4=[O:7])=[N:30][C:31]=23)=[CH:39][CH:40]=1. The yield is 0.0800. (9) The reactants are [CH2:1]([C:3]1[CH:8]=[CH:7][N:6]=[C:5]([NH2:9])[CH:4]=1)[CH3:2].C([O-])(=O)C.[NH4+].C1C(=O)N([Br:22])C(=O)C1. The catalyst is C(#N)C.O. The product is [Br:22][C:8]1[C:3]([CH2:1][CH3:2])=[CH:4][C:5]([NH2:9])=[N:6][CH:7]=1. The yield is 0.910.